This data is from Full USPTO retrosynthesis dataset with 1.9M reactions from patents (1976-2016). The task is: Predict the reactants needed to synthesize the given product. (1) Given the product [CH3:1][C:2]1[CH:28]=[CH:27][CH:26]=[C:25]([CH3:29])[C:3]=1[CH2:4][C:5]1[CH:6]=[C:7]([CH:22]=[CH:23][CH:24]=1)[CH2:8][O:9][C:10]1[CH:15]=[CH:14][C:13]([CH2:16][CH2:17][C:18]([OH:20])=[O:19])=[CH:12][CH:11]=1, predict the reactants needed to synthesize it. The reactants are: [CH3:1][C:2]1[CH:28]=[CH:27][CH:26]=[C:25]([CH3:29])[C:3]=1[CH2:4][C:5]1[CH:6]=[C:7]([CH:22]=[CH:23][CH:24]=1)[CH2:8][O:9][C:10]1[CH:15]=[CH:14][C:13]([CH2:16][CH2:17][C:18]([O:20]C)=[O:19])=[CH:12][CH:11]=1.[OH-].[Na+]. (2) Given the product [C:2]([O:5][CH2:6][C:7]1[N:8]([CH2:28][C:29]([OH:32])([CH3:31])[CH3:30])[C:9]2[C:18]3[CH:17]=[CH:16][C:15]([O:19][CH2:20][C:21]4[CH:26]=[CH:25][CH:24]=[CH:23][CH:22]=4)=[CH:14][C:13]=3[N+:12]([O-:41])=[CH:11][C:10]=2[N:27]=1)(=[O:4])[CH3:3], predict the reactants needed to synthesize it. The reactants are: F.[C:2]([O:5][CH2:6][C:7]1[N:8]([CH2:28][C:29]([OH:32])([CH3:31])[CH3:30])[C:9]2[C:18]3[CH:17]=[CH:16][C:15]([O:19][CH2:20][C:21]4[CH:26]=[CH:25][CH:24]=[CH:23][CH:22]=4)=[CH:14][C:13]=3[N:12]=[CH:11][C:10]=2[N:27]=1)(=[O:4])[CH3:3].C1C=C(Cl)C=C(C(OO)=[O:41])C=1.O. (3) Given the product [Cl:21][C:5]1[C:6]([NH:8][C:9]2[CH:18]=[CH:17][C:16]([O:19][CH3:20])=[CH:15][C:10]=2[C:11]([NH:13][CH3:14])=[O:12])=[N:7][C:2]([NH:44][C:45]2[CH:58]=[CH:57][C:48]3[N:49]([CH2:55][CH3:56])[C:50](=[O:54])[CH2:51][CH2:52][CH2:53][C:47]=3[C:46]=2[O:59][CH3:60])=[N:3][CH:4]=1, predict the reactants needed to synthesize it. The reactants are: Cl[C:2]1[N:7]=[C:6]([NH:8][C:9]2[CH:18]=[CH:17][C:16]([O:19][CH3:20])=[CH:15][C:10]=2[C:11]([NH:13][CH3:14])=[O:12])[C:5]([Cl:21])=[CH:4][N:3]=1.NC1C=CC(OC)=CC=1C(NC)=O.ClC1N=C(Cl)C(Cl)=CN=1.[NH2:44][C:45]1[CH:58]=[CH:57][C:48]2[N:49]([CH2:55][CH3:56])[C:50](=[O:54])[CH2:51][CH2:52][CH2:53][C:47]=2[C:46]=1[O:59][CH3:60]. (4) Given the product [CH3:22][C:21]1[NH:2][CH:3]=[C:4]([CH2:5][CH2:6][C:7]([OH:9])=[O:8])[C:20]=1[S:17]([C:14]1[CH:13]=[CH:12][C:11]([CH3:24])=[CH:16][CH:15]=1)(=[O:19])=[O:18], predict the reactants needed to synthesize it. The reactants are: Cl.[NH2:2][CH2:3][C:4](=O)[CH2:5][CH2:6][C:7]([OH:9])=[O:8].[C:11]1([CH3:24])[CH:16]=[CH:15][C:14]([S:17]([CH2:20][C:21](=O)[CH3:22])(=[O:19])=[O:18])=[CH:13][CH:12]=1.C([O-])(=O)C.[Na+].[OH-].[K+]. (5) The reactants are: [C:1]([O:5][C:6]([N:8]1[CH2:13][CH2:12][C@@H:11]([C:14]2[CH:19]=[CH:18][CH:17]=[CH:16][CH:15]=2)[C@H:10]([C:20]2[CH:25]=[CH:24][CH:23]=[C:22](Cl)[CH:21]=2)[CH2:9]1)=[O:7])([CH3:4])([CH3:3])[CH3:2].[CH3:27][S:28]([C:31]1[CH:32]=[C:33](B(O)O)[CH:34]=[CH:35][CH:36]=1)(=[O:30])=[O:29].C([O-])([O-])=O.[Cs+].[Cs+].O. Given the product [C:6]([O-:5])(=[O:7])[CH3:27].[C:1]([O:5][C:6]([N:8]1[CH2:13][CH2:12][C@@H:11]([C:14]2[CH:19]=[CH:18][CH:17]=[CH:16][CH:15]=2)[C@H:10]([C:20]2[CH:21]=[C:22]([C:35]3[CH:34]=[CH:33][CH:32]=[C:31]([S:28]([CH3:27])(=[O:30])=[O:29])[CH:36]=3)[CH:23]=[CH:24][CH:25]=2)[CH2:9]1)=[O:7])([CH3:4])([CH3:3])[CH3:2], predict the reactants needed to synthesize it.